From a dataset of Catalyst prediction with 721,799 reactions and 888 catalyst types from USPTO. Predict which catalyst facilitates the given reaction. Reactant: [F:1][C:2]1[CH:3]=[C:4]([C@@H:9]([CH:36]2[CH2:41][CH2:40][N:39]([S:42]([CH3:45])(=[O:44])=[O:43])[CH2:38][CH2:37]2)[CH2:10][CH2:11][N:12]2[CH2:17][CH2:16][CH:15]([N:18]([CH2:34][CH3:35])[C:19](=[O:33])[CH2:20][C@@H:21]3[CH2:25][CH2:24][CH2:23][N:22]3C(OC(C)(C)C)=O)[CH2:14][CH2:13]2)[CH:5]=[C:6]([F:8])[CH:7]=1. Product: [F:1][C:2]1[CH:3]=[C:4]([C@@H:9]([CH:36]2[CH2:37][CH2:38][N:39]([S:42]([CH3:45])(=[O:44])=[O:43])[CH2:40][CH2:41]2)[CH2:10][CH2:11][N:12]2[CH2:17][CH2:16][CH:15]([N:18]([CH2:34][CH3:35])[C:19](=[O:33])[CH2:20][C@@H:21]3[CH2:25][CH2:24][CH2:23][NH:22]3)[CH2:14][CH2:13]2)[CH:5]=[C:6]([F:8])[CH:7]=1. The catalyst class is: 67.